From a dataset of Reaction yield outcomes from USPTO patents with 853,638 reactions. Predict the reaction yield, written as a fraction of the theoretical maximum amount of product (1.0 means a 100% yield; for example, 0.34 means a 34% yield). (1) The reactants are [NH2:1][C:2]1[CH:14]=[CH:13][CH:12]=[CH:11][C:3]=1[C:4]([O:6]C(C)(C)C)=[O:5].C(N(CC)CC)C.Cl[CH:23]([CH3:27])[C:24](Cl)=[O:25].C(=O)([O-])[O-].[Cs+].[Cs+].[C:34]1([C:41]2[CH:46]=[CH:45][CH:44]=[CH:43][CH:42]=2)[CH:39]=[CH:38][C:37]([OH:40])=[CH:36][CH:35]=1. The catalyst is ClCCl. The product is [C:34]1([C:41]2[CH:46]=[CH:45][CH:44]=[CH:43][CH:42]=2)[CH:35]=[CH:36][C:37]([O:40][CH:23]([CH3:27])[C:24]([NH:1][C:2]2[CH:14]=[CH:13][CH:12]=[CH:11][C:3]=2[C:4]([OH:6])=[O:5])=[O:25])=[CH:38][CH:39]=1. The yield is 0.0700. (2) The reactants are [CH3:1][C:2]1[C:3]2[C:8]([N:9]=[C:10]3[C:15]=1[CH:14]=[CH:13][CH:12]=[CH:11]3)=[CH:7][CH:6]=[CH:5][CH:4]=2.C1C(=O)N([Br:23])C(=O)C1. The catalyst is ClCCl. The product is [Br:23][CH2:1][C:2]1[C:15]2[C:10]([N:9]=[C:8]3[C:3]=1[CH:4]=[CH:5][CH:6]=[CH:7]3)=[CH:11][CH:12]=[CH:13][CH:14]=2. The yield is 0.770. (3) The product is [OH:61][C:54]1[C:53]([CH2:52][NH:51][C:14](=[O:16])[C:13]2[CH:12]=[CH:11][C:10]([CH:8]([O:7][C:4]3[CH:3]=[CH:2][C:1]([CH3:19])=[CH:6][CH:5]=3)[CH3:9])=[CH:18][CH:17]=2)=[C:58]([CH3:59])[CH:57]=[C:56]([CH3:60])[N:55]=1. The catalyst is ClCCl. The yield is 0.560. The reactants are [C:1]1([CH3:19])[CH:6]=[CH:5][C:4]([O:7][CH:8]([C:10]2[CH:18]=[CH:17][C:13]([C:14]([OH:16])=O)=[CH:12][CH:11]=2)[CH3:9])=[CH:3][CH:2]=1.CN(C(ON1N=NC2C=CC=NC1=2)=[N+](C)C)C.F[P-](F)(F)(F)(F)F.C(N(CC)CC)C.[NH2:51][CH2:52][C:53]1[C:54]([OH:61])=[N:55][C:56]([CH3:60])=[CH:57][C:58]=1[CH3:59]. (4) The reactants are [Cu](C#N)[C:2]#[N:3].N(OCCC(C)C)=O.[Cl:14][C:15]1[C:20](N)=[CH:19][CH:18]=[C:17]([O:22][CH3:23])[N:16]=1. The catalyst is C(#N)C.O. The product is [Cl:14][C:15]1[N:16]=[C:17]([O:22][CH3:23])[CH:18]=[CH:19][C:20]=1[C:2]#[N:3]. The yield is 0.234. (5) The reactants are C1CCC(N=C=NC2CCCCC2)CC1.[CH2:16]1[C@@H:20]([CH2:21][CH2:22][CH2:23][CH2:24][C:25]([OH:27])=[O:26])[S:19][S:18][CH2:17]1.[CH3:28][N:29]([CH3:33])[CH2:30][CH2:31]O. The catalyst is C(Cl)Cl.CN(C1C=CN=CC=1)C. The product is [S:18]1[CH2:17][CH2:16][C@@H:20]([CH2:21][CH2:22][CH2:23][CH2:24][C:25]([O:27][CH2:31][CH2:30][N:29]([CH3:33])[CH3:28])=[O:26])[S:19]1. The yield is 0.790. (6) The reactants are [Cl:1][C:2]1[CH:7]=[CH:6][C:5]([CH2:8][CH2:9][O:10][C:11]2[N:12]=[C:13]([NH2:50])[C:14]3[N:15]=[CH:16][N:17]([C:48]=3[N:49]=2)[C@@H:18]2[O:47][C@H:37]([CH2:38][O:39][Si](C(C)(C)C)(C)C)[C@@H:28]([O:29][Si](C(C)(C)C)(C)C)[C@H:19]2[O:20][Si](C(C)(C)C)(C)C)=[CH:4][CH:3]=1.N1C=CC=CC=1.F. The catalyst is CO. The product is [Cl:1][C:2]1[CH:3]=[CH:4][C:5]([CH2:8][CH2:9][O:10][C:11]2[N:12]=[C:13]([NH2:50])[C:14]3[N:15]=[CH:16][N:17]([C:48]=3[N:49]=2)[C@@H:18]2[O:47][C@H:37]([CH2:38][OH:39])[C@@H:28]([OH:29])[C@H:19]2[OH:20])=[CH:6][CH:7]=1. The yield is 0.500. (7) The reactants are [Cl:1][C:2]1[C:3]([F:40])=[C:4]([C@@H:8]2[C@:12]([C:15]3[CH:20]=[CH:19][C:18]([Cl:21])=[CH:17][C:16]=3[F:22])([C:13]#[N:14])[C@H:11]([CH2:23][C:24]([CH3:27])([CH3:26])[CH3:25])[NH:10][C@H:9]2[C:28]([NH:30][C:31]2[CH:39]=[CH:38][C:34]([C:35](O)=[O:36])=[CH:33][CH:32]=2)=[O:29])[CH:5]=[CH:6][CH:7]=1.C1N=CN(C(N2C=NC=C2)=O)C=1.[CH3:53][S:54]([NH2:57])(=[O:56])=[O:55].[H-].[Na+].Cl. The catalyst is CN(C)C=O.O. The product is [CH3:53][S:54]([NH:57][C:35]([C:34]1[CH:38]=[CH:39][C:31]([NH:30][C:28]([CH:9]2[CH:8]([C:4]3[CH:5]=[CH:6][CH:7]=[C:2]([Cl:1])[C:3]=3[F:40])[C:12]([C:15]3[CH:20]=[CH:19][C:18]([Cl:21])=[CH:17][C:16]=3[F:22])([C:13]#[N:14])[CH:11]([CH2:23][C:24]([CH3:27])([CH3:26])[CH3:25])[NH:10]2)=[O:29])=[CH:32][CH:33]=1)=[O:36])(=[O:56])=[O:55]. The yield is 0.0700.